This data is from Full USPTO retrosynthesis dataset with 1.9M reactions from patents (1976-2016). The task is: Predict the reactants needed to synthesize the given product. (1) Given the product [NH2:11][C:12]1[C:13]2[C:20]([C:21]([C:23]3[CH:28]=[CH:27][CH:26]=[C:25]([NH:29][CH2:4][C:3]4[CH:6]=[C:7]([F:10])[CH:8]=[CH:9][C:2]=4[F:1])[CH:24]=3)=[O:22])=[CH:19][N:18]([CH:30]3[CH2:31][CH2:32][CH2:33][CH2:34]3)[C:14]=2[N:15]=[CH:16][N:17]=1, predict the reactants needed to synthesize it. The reactants are: [F:1][C:2]1[CH:9]=[CH:8][C:7]([F:10])=[CH:6][C:3]=1[CH:4]=O.[NH2:11][C:12]1[C:13]2[C:20]([C:21]([C:23]3[CH:28]=[CH:27][CH:26]=[C:25]([NH2:29])[CH:24]=3)=[O:22])=[CH:19][N:18]([CH:30]3[CH2:34][CH2:33][CH2:32][CH2:31]3)[C:14]=2[N:15]=[CH:16][N:17]=1.CC(O)=O.[BH3-]C#N.[Na+]. (2) Given the product [CH3:2][N:3]([CH3:9])[C:4](=[O:8])[CH2:5][N:6]([CH3:7])[C:20](=[O:29])[C:21](=[O:22])[CH2:23][C:24]([N:26]([CH3:27])[CH3:28])=[O:25], predict the reactants needed to synthesize it. The reactants are: Cl.[CH3:2][N:3]([CH3:9])[C:4](=[O:8])[CH2:5][NH:6][CH3:7].C(N(CC)CC)C.CC1(C)[O:22]/[C:21](=[CH:23]\[C:24]([N:26]([CH3:28])[CH3:27])=[O:25])/[C:20](=[O:29])O1.Cl. (3) Given the product [C:1]1([C:17]2[CH:18]=[C:19]3[C:23](=[CH:24][C:25]=2[Cl:26])[N:22]([CH2:27][O:28][CH2:29][CH2:30][Si:31]([CH3:33])([CH3:34])[CH3:32])[N:21]=[C:20]3[NH:35][C:36](=[O:40])[CH2:37][CH2:38][CH3:39])[CH:6]=[CH:5][CH:4]=[CH:3][CH:2]=1, predict the reactants needed to synthesize it. The reactants are: [C:1]1(B(O)O)[CH:6]=[CH:5][CH:4]=[CH:3][CH:2]=1.C(=O)([O-])[O-].[Na+].[Na+].Br[C:17]1[CH:18]=[C:19]2[C:23](=[CH:24][C:25]=1[Cl:26])[N:22]([CH2:27][O:28][CH2:29][CH2:30][Si:31]([CH3:34])([CH3:33])[CH3:32])[N:21]=[C:20]2[NH:35][C:36](=[O:40])[CH2:37][CH2:38][CH3:39].C(OCC)(=O)C.